This data is from Full USPTO retrosynthesis dataset with 1.9M reactions from patents (1976-2016). The task is: Predict the reactants needed to synthesize the given product. (1) Given the product [F:28][C:27]([F:29])([F:30])[C@:24]([C:22]1[N:21]=[N:20][N:19]([CH2:18][C:14]2[CH:13]=[C:12]3[C:17]([C:8]([C:5]4[CH:4]=[CH:3][C:2]([F:1])=[CH:7][CH:6]=4)=[CH:9][C:10]([C:32]([OH:34])([CH3:35])[CH3:33])=[N:11]3)=[CH:16][CH:15]=2)[CH:23]=1)([OH:31])[CH2:25][CH3:26], predict the reactants needed to synthesize it. The reactants are: [F:1][C:2]1[CH:7]=[CH:6][C:5]([C:8]2[C:17]3[C:12](=[CH:13][C:14]([CH2:18][N:19]4[CH:23]=[C:22]([C@:24]([OH:31])([C:27]([F:30])([F:29])[F:28])[CH2:25][CH3:26])[N:21]=[N:20]4)=[CH:15][CH:16]=3)[N:11]=[C:10]([C:32](=[O:34])[CH3:33])[CH:9]=2)=[CH:4][CH:3]=1.[CH3:35][Mg]Br.CCOCC. (2) The reactants are: [Br:1][C:2]1[CH:3]=[C:4]([CH2:8][S:9]([NH:12][CH2:13][C:14]2[CH:19]=[CH:18][C:17]([O:20][CH3:21])=[CH:16][C:15]=2[O:22][CH3:23])(=[O:11])=[O:10])[CH:5]=[CH:6][CH:7]=1.[CH3:24][Li].CI.O. Given the product [CH3:23][O:22][C:15]1[CH:16]=[C:17]([O:20][CH3:21])[CH:18]=[CH:19][C:14]=1[CH2:13][NH:12][S:9]([CH:8]([C:4]1[CH:5]=[CH:6][CH:7]=[C:2]([Br:1])[CH:3]=1)[CH3:24])(=[O:10])=[O:11], predict the reactants needed to synthesize it. (3) Given the product [CH2:43]([O:42][C:37](=[O:41])[CH:38]([O:13][P:10]([CH2:9][O:8][CH2:1][C:2]1[CH:3]=[CH:4][CH:5]=[CH:6][CH:7]=1)([O:12][C:23]1[CH:28]=[CH:27][CH:26]=[CH:25][CH:24]=1)=[O:11])[CH3:40])[CH3:44], predict the reactants needed to synthesize it. The reactants are: [CH2:1]([O:8][CH2:9][P:10](=[O:13])([OH:12])[OH:11])[C:2]1[CH:7]=[CH:6][CH:5]=[CH:4][CH:3]=1.S(Cl)(Cl)=O.N1C=NN=N1.[C:23]1(O)[CH:28]=[CH:27][CH:26]=[CH:25][CH:24]=1.C(N(CC)CC)C.[C:37]([O:42][CH2:43][CH3:44])(=[O:41])[CH:38]([CH3:40])O. (4) Given the product [NH2:15][C:14]1[O:1][C:2]([CH:8]([CH3:10])[CH3:9])([CH3:11])[C:3](=[O:4])[N:13]=1, predict the reactants needed to synthesize it. The reactants are: [OH:1][C:2]([CH3:11])([CH:8]([CH3:10])[CH3:9])[C:3](OCC)=[O:4].Cl.[NH2:13][C:14](N)=[NH:15].C([O-])([O-])=O.[K+].[K+]. (5) Given the product [ClH:17].[CH:1]1([N:5]([CH3:13])[CH2:6]/[CH:7]=[CH:8]/[C:9]([OH:11])=[O:10])[CH2:2][CH2:3][CH2:4]1, predict the reactants needed to synthesize it. The reactants are: [CH:1]1([N:5]([CH3:13])[CH2:6]/[CH:7]=[CH:8]/[C:9]([O:11]C)=[O:10])[CH2:4][CH2:3][CH2:2]1.O[Li].O.[ClH:17]. (6) Given the product [Cl:1][C:2]1[C:7]([F:8])=[CH:6][CH:5]=[C:4]([Cl:9])[C:3]=1/[CH:10]=[N:11]/[N:12]1[C:20]2[C:15](=[N:16][CH:17]=[C:18]([C:21]3[CH:22]=[N:23][N:24]([CH:26]4[CH2:27][CH2:28][NH:29][CH2:30][CH2:31]4)[CH:25]=3)[CH:19]=2)[CH:14]=[CH:13]1, predict the reactants needed to synthesize it. The reactants are: [Cl:1][C:2]1[C:7]([F:8])=[CH:6][CH:5]=[C:4]([Cl:9])[C:3]=1/[CH:10]=[N:11]/[N:12]1[C:20]2[C:15](=[N:16][CH:17]=[C:18]([C:21]3[CH:22]=[N:23][N:24]([CH:26]4[CH2:31][CH2:30][N:29](C(OC(C)(C)C)=O)[CH2:28][CH2:27]4)[CH:25]=3)[CH:19]=2)[CH:14]=[CH:13]1.Cl.